This data is from Merck oncology drug combination screen with 23,052 pairs across 39 cell lines. The task is: Regression. Given two drug SMILES strings and cell line genomic features, predict the synergy score measuring deviation from expected non-interaction effect. (1) Drug 1: CCC1(O)CC2CN(CCc3c([nH]c4ccccc34)C(C(=O)OC)(c3cc4c(cc3OC)N(C)C3C(O)(C(=O)OC)C(OC(C)=O)C5(CC)C=CCN6CCC43C65)C2)C1. Drug 2: COC1=C2CC(C)CC(OC)C(O)C(C)C=C(C)C(OC(N)=O)C(OC)C=CC=C(C)C(=O)NC(=CC1=O)C2=O. Cell line: COLO320DM. Synergy scores: synergy=-4.55. (2) Drug 1: CC(C)CC(NC(=O)C(Cc1ccccc1)NC(=O)c1cnccn1)B(O)O. Drug 2: CNC(=O)c1cc(Oc2ccc(NC(=O)Nc3ccc(Cl)c(C(F)(F)F)c3)cc2)ccn1. Cell line: LOVO. Synergy scores: synergy=-12.2. (3) Drug 1: O=P1(N(CCCl)CCCl)NCCCO1. Drug 2: O=C(CCCCCCC(=O)Nc1ccccc1)NO. Cell line: PA1. Synergy scores: synergy=10.5. (4) Drug 1: COC1=C2CC(C)CC(OC)C(O)C(C)C=C(C)C(OC(N)=O)C(OC)C=CC=C(C)C(=O)NC(=CC1=O)C2=O. Drug 2: CCc1cnn2c(NCc3ccc[n+]([O-])c3)cc(N3CCCCC3CCO)nc12. Cell line: T47D. Synergy scores: synergy=-39.9.